From a dataset of Peptide-MHC class II binding affinity with 134,281 pairs from IEDB. Regression. Given a peptide amino acid sequence and an MHC pseudo amino acid sequence, predict their binding affinity value. This is MHC class II binding data. (1) The peptide sequence is PRCWLIRNGSYLNTS. The MHC is DRB1_0101 with pseudo-sequence DRB1_0101. The binding affinity (normalized) is 1.00. (2) The peptide sequence is AARLFKAFILDGDKL. The binding affinity (normalized) is 0.555. The MHC is HLA-DQA10501-DQB10201 with pseudo-sequence HLA-DQA10501-DQB10201. (3) The peptide sequence is PNITATYGDKWLDAK. The MHC is DRB1_1302 with pseudo-sequence DRB1_1302. The binding affinity (normalized) is 0.137.